From a dataset of Experimentally validated miRNA-target interactions with 360,000+ pairs, plus equal number of negative samples. Binary Classification. Given a miRNA mature sequence and a target amino acid sequence, predict their likelihood of interaction. (1) Result: 1 (interaction). The protein sequence of the target gene is MMCSRVPSEQSSGTSLLPKDGAPFSWDSLDEDGLDDSLLELSEGEEDDGDVNYTEEEIDALLKEDDPSYEQSSGEDDGGHVEKGERGSQILLDTPREKNSSYSLGPVAETPDLFKLPQLSTSSGHGPAHTKPLNRRSVLEKNLIKVTVAPFNPTVCDALLDKDETDSSKDTEKLSSLGEEMREDGLSPNESKLCTESEGISPNNSAWNGPQLSSSNNNFQQTVSDKNMPDSENPTSVFSRISDHSETPNMELSCRNGGSHKSSCEMRSLVVSTSSNKQDVLNKDSGKMKGHERRLGKVIP.... The miRNA is hsa-miR-30b-5p with sequence UGUAAACAUCCUACACUCAGCU. (2) The miRNA is hsa-miR-6799-3p with sequence UGCCCUGCAUGGUGUCCCCACAG. The protein sequence of the target gene is MEIVSTGNETITEFVLLGFYDIPELHFLFFIVFTAVYVFIIIGNMLIIVAVVSSQRLHKPMYIFLANLSFLDILYTSAVMPKMLEGFLQEATISVAGCLLQFFIFGSLATAECLLLAVMAYDRYLAICYPLHYPLLMGPRRYMGLVVTTWLSGFVVDGLVVALVAQLRFCGPNHIDQFYCDFMLFVGLACSDPRVAQVTTLILSVFCLTIPFGLILTSYARIVVAVLRVPAGASRRRAFSTCSSHLAVVTTFYGTLMIFYVAPSAVHSQLLSKVFSLLYTVVTPLFNPVIYTMRNKEVHQ.... Result: 0 (no interaction). (3) The miRNA is hsa-miR-204-3p with sequence GCUGGGAAGGCAAAGGGACGU. The protein sequence of the target gene is MWFEILPGLSVMGVCLLIPGLATAYIHRFTNGGKEKRVAHFGYHWSLMERDRRISGVDRYYVSKGLENID. Result: 0 (no interaction). (4) The miRNA is mmu-miR-410-3p with sequence AAUAUAACACAGAUGGCCUGU. The protein sequence of the target gene is MAAAIGVRGRFELLPRSGPGWLLSLSALLSVVARGALATTHWVVTEDGKIQQQVDSPMNLKHPHDLVILMRQETTVNYLKELEKQLVAQKIHIEENEDRDTGLEQRHNKEDPDCIKAKVPLGDLDLYDGTYITLESKDIRPEDFIDTESPVPPDPEQPDCTKILELPYSIHAFQHLRGVQERVNLSAPLLPKEDPIFTYLSKRLGRSIDDIGHLIHEGLQKNASSWVLYNLASFYWRIKNEPYQVVECAMRALHFSSRHNKDIALVNLANVLHRAHFSADAAVVVHAALDDSDFFTSYYT.... Result: 1 (interaction). (5) The miRNA is hsa-miR-301b-3p with sequence CAGUGCAAUGAUAUUGUCAAAGC. The protein sequence of the target gene is MQRLPAATRATLILSLAFASLHSACSAEASSSNSSSLTAHHPDPGTLEQCLNVDFCPQAARCCRTGVDEYGWIAAAVGWSLWFLTLILLCVDKLMKLTPDEPKDLQA. Result: 0 (no interaction).